Dataset: Full USPTO retrosynthesis dataset with 1.9M reactions from patents (1976-2016). Task: Predict the reactants needed to synthesize the given product. The reactants are: [CH2:1]([N:3]([CH2:20][CH3:21])[CH2:4][CH2:5][CH2:6][CH2:7][NH:8][CH2:9][C:10]1[CH:19]=[CH:18][C:17]2[C:12](=[CH:13][CH:14]=[CH:15][CH:16]=2)[CH:11]=1)[CH3:2].C(N(C(C)C)CC)(C)C.[CH:31]1[C:40]2[C:35](=[CH:36][CH:37]=[CH:38][CH:39]=2)[CH:34]=[CH:33][C:32]=1[S:41](Cl)(=[O:43])=[O:42]. Given the product [CH2:20]([N:3]([CH2:1][CH3:2])[CH2:4][CH2:5][CH2:6][CH2:7][N:8]([CH2:9][C:10]1[CH:19]=[CH:18][C:17]2[C:12](=[CH:13][CH:14]=[CH:15][CH:16]=2)[CH:11]=1)[S:41]([C:32]1[CH:33]=[CH:34][C:35]2[C:40](=[CH:39][CH:38]=[CH:37][CH:36]=2)[CH:31]=1)(=[O:43])=[O:42])[CH3:21], predict the reactants needed to synthesize it.